Dataset: Forward reaction prediction with 1.9M reactions from USPTO patents (1976-2016). Task: Predict the product of the given reaction. (1) Given the reactants [N+:1]([C:4]1[CH:5]=[C:6]([C:10]2[CH:19]=[CH:18][C:13]([C:14]([O:16][CH3:17])=[O:15])=[CH:12][CH:11]=2)[CH:7]=[CH:8][CH:9]=1)([O-])=O.Cl.C(=O)(O)[O-].[Na+], predict the reaction product. The product is: [NH2:1][C:4]1[CH:5]=[C:6]([C:10]2[CH:19]=[CH:18][C:13]([C:14]([O:16][CH3:17])=[O:15])=[CH:12][CH:11]=2)[CH:7]=[CH:8][CH:9]=1. (2) Given the reactants [Li+].[OH-].[NH2:3][C:4]1[C:9]([C:10]([F:13])([F:12])[F:11])=[CH:8][C:7]([CH2:14][C@@H:15]([O:35][C:36]([N:38]2[CH2:43][CH2:42][CH:41]([N:44]3[CH2:50][CH2:49][C:48]4[CH:51]=[CH:52][CH:53]=[CH:54][C:47]=4[NH:46][C:45]3=[O:55])[CH2:40][CH2:39]2)=[O:37])[C:16]([N:18]2[CH2:23][CH2:22][CH:21]([N:24]3[CH2:29][CH2:28][CH:27]([C:30]([O:32]CC)=[O:31])[CH2:26][CH2:25]3)[CH2:20][CH2:19]2)=[O:17])=[CH:6][C:5]=1[Cl:56].Cl, predict the reaction product. The product is: [NH2:3][C:4]1[C:9]([C:10]([F:12])([F:11])[F:13])=[CH:8][C:7]([CH2:14][C@@H:15]([O:35][C:36]([N:38]2[CH2:39][CH2:40][CH:41]([N:44]3[CH2:50][CH2:49][C:48]4[CH:51]=[CH:52][CH:53]=[CH:54][C:47]=4[NH:46][C:45]3=[O:55])[CH2:42][CH2:43]2)=[O:37])[C:16]([N:18]2[CH2:19][CH2:20][CH:21]([N:24]3[CH2:29][CH2:28][CH:27]([C:30]([OH:32])=[O:31])[CH2:26][CH2:25]3)[CH2:22][CH2:23]2)=[O:17])=[CH:6][C:5]=1[Cl:56]. (3) Given the reactants [CH2:1]([O:3][C:4](=[O:23])[CH2:5][CH2:6][N:7]1[CH2:12][CH2:11][CH:10]([C:13]([O:15]CC2C=CC=CC=2)=[O:14])[CH2:9][CH2:8]1)[CH3:2], predict the reaction product. The product is: [CH2:1]([O:3][C:4](=[O:23])[CH2:5][CH2:6][N:7]1[CH2:12][CH2:11][CH:10]([C:13]([OH:15])=[O:14])[CH2:9][CH2:8]1)[CH3:2]. (4) Given the reactants [CH3:1][Si:2]([CH3:7])([CH3:6])[CH2:3][CH2:4][SH:5].CC1(C)C2C(=C(P(C3C=CC=CC=3)C3C=CC=CC=3)C=CC=2)OC2C(P(C3C=CC=CC=3)C3C=CC=CC=3)=CC=CC1=2.CCN(C(C)C)C(C)C.[C:59]([O:63][C:64]([N:66]1[CH2:70][CH2:69][C@@H:68]([C:71]2[CH:76]=[CH:75][C:74](Br)=[CH:73][CH:72]=2)[CH2:67]1)=[O:65])([CH3:62])([CH3:61])[CH3:60].OS([O-])(=O)=O.[K+].[O-]S([O-])(=O)=O.[Na+].[Na+], predict the reaction product. The product is: [C:59]([O:63][C:64]([N:66]1[CH2:70][CH2:69][C@@H:68]([C:71]2[CH:76]=[CH:75][C:74]([S:5][CH2:4][CH2:3][Si:2]([CH3:7])([CH3:6])[CH3:1])=[CH:73][CH:72]=2)[CH2:67]1)=[O:65])([CH3:62])([CH3:60])[CH3:61]. (5) Given the reactants [CH2:1]([S:9]([C:12]1[CH:16]=[CH:15][S:14][CH:13]=1)(=[O:11])=[O:10])[CH2:2][CH2:3][CH2:4][CH2:5][CH2:6][CH2:7][CH3:8].C(=O)([O-])[O-].[Cs+].[Cs+].Br[C:24]1[CH:42]=[CH:41][C:27]([N:28]([C:35]2[CH:40]=[CH:39][CH:38]=[CH:37][CH:36]=2)[C:29]2[CH:34]=[CH:33][CH:32]=[CH:31][CH:30]=2)=[CH:26][CH:25]=1.[C:48](P[C:48]([CH3:51])([CH3:50])C)(C)([CH3:51])[CH3:50].[C:58]1([C:58]2[CH:63]=[CH:62][CH:61]=[CH:60][CH:59]=2)[CH:63]=[CH:62][CH:61]=[CH:60][CH:59]=1, predict the reaction product. The product is: [CH2:1]([S:9]([C:12]1[CH:16]=[C:15]([C:24]2[CH:42]=[CH:41][C:27]([N:28]([C:35]3[CH:40]=[CH:39][CH:38]=[CH:37][CH:36]=3)[C:29]3[CH:34]=[CH:33][CH:32]=[CH:31][CH:30]=3)=[CH:26][CH:25]=2)[S:14][C:13]=1[C:50]1[CH:48]=[CH:51][C:29]([N:28]([C:58]2[CH:59]=[CH:60][CH:61]=[CH:62][CH:63]=2)[C:27]2[CH:41]=[CH:42][CH:24]=[CH:25][CH:26]=2)=[CH:30][CH:31]=1)(=[O:11])=[O:10])[CH2:2][CH2:3][CH2:4][CH2:5][CH2:6][CH2:7][CH3:8].